Dataset: Reaction yield outcomes from USPTO patents with 853,638 reactions. Task: Predict the reaction yield, written as a fraction of the theoretical maximum amount of product (1.0 means a 100% yield; for example, 0.34 means a 34% yield). (1) The reactants are C([Si](C)(C)[O:6][C@@H:7]([CH3:35])[C@@H:8]([NH:22][C:23]1[CH:30]=[CH:29][C:26]([C:27]#[N:28])=[C:25]([C:31]([F:34])([F:33])[F:32])[CH:24]=1)[C:9]1[O:10][C:11]([C:14]2[CH:19]=[CH:18][C:17]([C:20]#[N:21])=[CH:16][CH:15]=2)=[N:12][N:13]=1)(C)(C)C.CCCC[N+](CCCC)(CCCC)CCCC.[F-]. The catalyst is C1COCC1. The product is [C:20]([C:17]1[CH:16]=[CH:15][C:14]([C:11]2[O:10][C:9]([C@H:8]([NH:22][C:23]3[CH:30]=[CH:29][C:26]([C:27]#[N:28])=[C:25]([C:31]([F:32])([F:34])[F:33])[CH:24]=3)[C@@H:7]([OH:6])[CH3:35])=[N:13][N:12]=2)=[CH:19][CH:18]=1)#[N:21]. The yield is 0.660. (2) The yield is 0.540. The reactants are [OH:1][C:2]([CH3:16])([CH3:15])[CH2:3][O:4][C:5]1[C:12]([CH3:13])=[CH:11][C:8]([C:9]#[N:10])=[CH:7][C:6]=1[CH3:14].N1C=CN=C1.[Si:22](Cl)([C:25]([CH3:28])([CH3:27])[CH3:26])([CH3:24])[CH3:23].O. The catalyst is CN(C=O)C. The product is [Si:22]([O:1][C:2]([CH3:16])([CH3:15])[CH2:3][O:4][C:5]1[C:12]([CH3:13])=[CH:11][C:8]([C:9]#[N:10])=[CH:7][C:6]=1[CH3:14])([C:25]([CH3:28])([CH3:27])[CH3:26])([CH3:24])[CH3:23].